From a dataset of Forward reaction prediction with 1.9M reactions from USPTO patents (1976-2016). Predict the product of the given reaction. (1) Given the reactants [NH2:1][C:2]1[CH:30]=[CH:29][C:5]2[NH:6][C:7]([C:12]3[C:13](=[O:28])[N:14]([CH2:23][CH2:24][CH:25]([CH3:27])[CH3:26])[C:15]4[C:20]([C:21]=3[OH:22])=[CH:19][CH:18]=[CH:17][N:16]=4)=[N:8][S:9](=[O:11])(=[O:10])[C:4]=2[CH:3]=1.[N+:31]([C:34]1[CH:39]=[CH:38][CH:37]=[CH:36][C:35]=1[S:40](Cl)(=[O:42])=[O:41])([O-:33])=[O:32], predict the reaction product. The product is: [OH:22][C:21]1[C:20]2[C:15](=[N:16][CH:17]=[CH:18][CH:19]=2)[N:14]([CH2:23][CH2:24][CH:25]([CH3:27])[CH3:26])[C:13](=[O:28])[C:12]=1[C:7]1[NH:6][C:5]2[CH:29]=[CH:30][C:2]([NH:1][S:40]([C:35]3[CH:36]=[CH:37][CH:38]=[CH:39][C:34]=3[N+:31]([O-:33])=[O:32])(=[O:41])=[O:42])=[CH:3][C:4]=2[S:9](=[O:11])(=[O:10])[N:8]=1. (2) Given the reactants Br[C:2]1[CH:3]=[N:4][CH:5]=[CH:6][C:7]=1[O:8][CH2:9][CH:10]1[CH2:12][CH2:11]1.[CH:13]1([B-](F)(F)F)[CH2:15][CH2:14]1.[K+].C(=O)([O-])[O-].[Cs+].[Cs+], predict the reaction product. The product is: [CH:13]1([C:2]2[CH:3]=[N:4][CH:5]=[CH:6][C:7]=2[O:8][CH2:9][CH:10]2[CH2:12][CH2:11]2)[CH2:15][CH2:14]1. (3) Given the reactants [CH:1]([C:3]1[CH:10]=[CH:9][C:6]([C:7]#[N:8])=[CH:5][CH:4]=1)=O.[F:11][C:12]1[CH:17]=[CH:16][C:15]([NH:18][C:19]([NH2:21])=[O:20])=[CH:14][C:13]=1[C:22]([F:25])([F:24])[F:23].[C:26]([O:32][CH2:33][CH3:34])(=[O:31])[CH2:27][C:28]([CH3:30])=O.P(OCC)(OCC)(OCC)=O.O=P12OP3(OP(OP(O3)(O1)=O)(=O)O2)=O, predict the reaction product. The product is: [C:7]([C:6]1[CH:9]=[CH:10][C:3]([CH:1]2[C:27]([C:26]([O:32][CH2:33][CH3:34])=[O:31])=[C:28]([CH3:30])[N:18]([C:15]3[CH:16]=[CH:17][C:12]([F:11])=[C:13]([C:22]([F:23])([F:24])[F:25])[CH:14]=3)[C:19](=[O:20])[NH:21]2)=[CH:4][CH:5]=1)#[N:8]. (4) Given the reactants [Br:1][C:2]1[CH:16]=[CH:15][C:5]([C:6]([C@H:8]2[CH2:10][C@H:9]2[C:11]([O:13]C)=[O:12])=[O:7])=[CH:4][CH:3]=1.[OH-].[Na+], predict the reaction product. The product is: [Br:1][C:2]1[CH:3]=[CH:4][C:5]([C:6]([C@@H:8]2[CH2:10][C@H:9]2[C:11]([OH:13])=[O:12])=[O:7])=[CH:15][CH:16]=1. (5) Given the reactants [Cl:1][C:2]1[CH:7]=[CH:6][C:5]([CH:8]([NH:27][C:28]2[CH:29]=[C:30]([CH3:38])[C:31]3[N:35]=[N:34][N:33]([CH3:36])[C:32]=3[CH:37]=2)[C:9]2[N:13]([CH:14]([CH3:16])[CH3:15])[C:12]([CH:17]3[CH2:21][CH2:20][O:19][CH2:18]3)=[N:11][C:10]=2[C:22](OCC)=[O:23])=[CH:4][CH:3]=1.Cl, predict the reaction product. The product is: [Cl:1][C:2]1[CH:7]=[CH:6][C:5]([CH:8]2[C:9]3[N:13]([CH:14]([CH3:16])[CH3:15])[C:12]([CH:17]4[CH2:21][CH2:20][O:19][CH2:18]4)=[N:11][C:10]=3[C:22](=[O:23])[N:27]2[C:28]2[CH:29]=[C:30]([CH3:38])[C:31]3[N:35]=[N:34][N:33]([CH3:36])[C:32]=3[CH:37]=2)=[CH:4][CH:3]=1. (6) Given the reactants Cl[C:2]1[CH:17]=[C:6]2[C:7]3[C:12]([CH2:13][CH2:14][N:5]2[C:4](=[O:18])[N:3]=1)=[CH:11][C:10]([O:15][CH3:16])=[CH:9][CH:8]=3.[N+:19]([C:22]1[CH:23]=[C:24]([CH:26]=[CH:27][CH:28]=1)[NH2:25])([O-:21])=[O:20], predict the reaction product. The product is: [N+:19]([C:22]1[CH:23]=[C:24]([NH:25][C:2]2[CH:17]=[C:6]3[C:7]4[C:12]([CH2:13][CH2:14][N:5]3[C:4](=[O:18])[N:3]=2)=[CH:11][C:10]([O:15][CH3:16])=[CH:9][CH:8]=4)[CH:26]=[CH:27][CH:28]=1)([O-:21])=[O:20]. (7) The product is: [ClH:33].[CH3:1][C:2]1([CH3:32])[CH2:7][CH2:6][C:5]([C:8]2[CH:13]=[C:12]([C:14]([NH:17][CH2:18][CH2:19][O:20][CH3:21])([CH3:15])[CH3:16])[CH:11]=[CH:10][C:9]=2[NH:22][C:23]([C:25]2[NH:26][CH:27]=[C:28]([C:30]#[N:31])[N:29]=2)=[O:24])=[CH:4][CH2:3]1. Given the reactants [CH3:1][C:2]1([CH3:32])[CH2:7][CH2:6][C:5]([C:8]2[CH:13]=[C:12]([C:14]([NH:17][CH2:18][CH2:19][O:20][CH3:21])([CH3:16])[CH3:15])[CH:11]=[CH:10][C:9]=2[NH:22][C:23]([C:25]2[NH:26][CH:27]=[C:28]([C:30]#[N:31])[N:29]=2)=[O:24])=[CH:4][CH2:3]1.[ClH:33], predict the reaction product.